Dataset: Reaction yield outcomes from USPTO patents with 853,638 reactions. Task: Predict the reaction yield, written as a fraction of the theoretical maximum amount of product (1.0 means a 100% yield; for example, 0.34 means a 34% yield). The catalyst is CO. The yield is 0.700. The reactants are [CH2:1]([N:5]1[C:10]([N:11]([C:15]2[CH:20]=[C:19]([CH3:21])[CH:18]=[C:17]([CH3:22])[CH:16]=2)C(=O)C)=[C:9]([CH:23]([CH3:25])[CH3:24])[C:8](=[O:26])[NH:7][C:6]1=[O:27])[CH:2]=[CH:3][CH3:4].C[O-].[Na+].[NH4+].[Cl-]. The product is [CH2:1]([N:5]1[C:10]([NH:11][C:15]2[CH:16]=[C:17]([CH3:22])[CH:18]=[C:19]([CH3:21])[CH:20]=2)=[C:9]([CH:23]([CH3:24])[CH3:25])[C:8](=[O:26])[NH:7][C:6]1=[O:27])[CH:2]=[CH:3][CH3:4].